This data is from Full USPTO retrosynthesis dataset with 1.9M reactions from patents (1976-2016). The task is: Predict the reactants needed to synthesize the given product. (1) Given the product [C:1](/[N:3]=[C:4](\[N:42]1[CH2:47][CH2:46][CH2:45][CH2:44][CH2:43]1)/[N:5]1[CH2:10][CH2:9][C@H:8]([C:11]([N:13]2[CH2:18][CH2:17][N:16]([C:19]3[CH:24]=[CH:23][C:22]([C:25]#[N:26])=[CH:21][C:20]=3[CH3:27])[CH2:15][CH2:14]2)=[O:12])[C@@H:7]([C:28]([O:30][CH3:31])=[O:29])[CH2:6]1)#[N:2], predict the reactants needed to synthesize it. The reactants are: [C:1](/[N:3]=[C:4](\OC1C=CC=CC=1)/[N:5]1[CH2:10][CH2:9][C@H:8]([C:11]([N:13]2[CH2:18][CH2:17][N:16]([C:19]3[CH:24]=[CH:23][C:22]([C:25]#[N:26])=[CH:21][C:20]=3[CH3:27])[CH2:15][CH2:14]2)=[O:12])[C@@H:7]([C:28]([O:30][CH3:31])=[O:29])[CH2:6]1)#[N:2].C(#N)C.[NH:42]1[CH2:47][CH2:46][CH2:45][CH2:44][CH2:43]1. (2) Given the product [Br:28][CH2:29]/[CH:30]=[CH:31]/[CH2:32][O:1][CH2:2][C@H:3]1[CH2:8][CH2:7][C@H:6]([CH2:9][N:10]([CH3:24])[S:11]([C:14]2[CH:19]=[CH:18][C:17]([C:20]([F:23])([F:21])[F:22])=[CH:16][CH:15]=2)(=[O:13])=[O:12])[CH2:5][CH2:4]1, predict the reactants needed to synthesize it. The reactants are: [OH:1][CH2:2][C@H:3]1[CH2:8][CH2:7][C@H:6]([CH2:9][N:10]([CH3:24])[S:11]([C:14]2[CH:19]=[CH:18][C:17]([C:20]([F:23])([F:22])[F:21])=[CH:16][CH:15]=2)(=[O:13])=[O:12])[CH2:5][CH2:4]1.ClCCl.[Br:28][CH2:29]/[CH:30]=[CH:31]/[CH2:32]Br.[OH-].[Na+]. (3) Given the product [F:8][C:9]1[CH:17]=[C:16]([S:18]([CH3:21])(=[O:20])=[O:19])[CH:15]=[CH:14][C:10]=1[C:11]([NH2:3])=[O:12], predict the reactants needed to synthesize it. The reactants are: CC[N:3](CC)CC.[F:8][C:9]1[CH:17]=[C:16]([S:18]([CH3:21])(=[O:20])=[O:19])[CH:15]=[CH:14][C:10]=1[C:11](O)=[O:12].C(OC(Cl)=O)C(C)C.N.